Dataset: Peptide-MHC class II binding affinity with 134,281 pairs from IEDB. Task: Regression. Given a peptide amino acid sequence and an MHC pseudo amino acid sequence, predict their binding affinity value. This is MHC class II binding data. (1) The peptide sequence is EKKYFAATMFEPLAA. The MHC is DRB1_0101 with pseudo-sequence DRB1_0101. The binding affinity (normalized) is 0.751. (2) The peptide sequence is PFLLAQFTSAICSVV. The MHC is DRB5_0101 with pseudo-sequence DRB5_0101. The binding affinity (normalized) is 0.217. (3) The peptide sequence is IIIDSKDTERQLAAM. The MHC is DRB1_1201 with pseudo-sequence DRB1_1201. The binding affinity (normalized) is 0.234. (4) The peptide sequence is GWYRPPFSRVVHLYR. The MHC is HLA-DPA10301-DPB10402 with pseudo-sequence HLA-DPA10301-DPB10402. The binding affinity (normalized) is 0.429. (5) The peptide sequence is MFISDTPGERNPYEN. The MHC is DRB4_0101 with pseudo-sequence DRB4_0103. The binding affinity (normalized) is 0.0957. (6) The peptide sequence is GDLYIFESRAICKYA. The MHC is DRB1_1302 with pseudo-sequence DRB1_1302. The binding affinity (normalized) is 0.919. (7) The peptide sequence is KAAMGLRISSSFSFG. The MHC is DRB1_0401 with pseudo-sequence DRB1_0401. The binding affinity (normalized) is 0.644. (8) The peptide sequence is YANYRDIDLGRNEVV. The MHC is HLA-DQA10104-DQB10503 with pseudo-sequence HLA-DQA10104-DQB10503. The binding affinity (normalized) is 0.407. (9) The peptide sequence is SPIINREGKVVGLYG. The MHC is DRB1_0901 with pseudo-sequence DRB1_0901. The binding affinity (normalized) is 0.175.